From a dataset of Forward reaction prediction with 1.9M reactions from USPTO patents (1976-2016). Predict the product of the given reaction. (1) Given the reactants [Cl-].[Mg+2].[Cl-].[CH2:4]([N:6](CC)CC)C.[Br:11][C:12]1[N:17]=[C:16]([C:18]([Cl:20])=[O:19])[CH:15]=[CH:14][CH:13]=1, predict the reaction product. The product is: [ClH:20].[NH2:6][CH2:4][C:18]([C:16]1[CH:15]=[CH:14][CH:13]=[C:12]([Br:11])[N:17]=1)=[O:19]. (2) Given the reactants Cl[C:2]1[CH:7]=[CH:6][N:5]=[C:4]2[CH:8]=[C:9]([C:11]3[N:16]=[CH:15][CH:14]=[CH:13][N:12]=3)[S:10][C:3]=12.[CH3:17][NH:18][C:19]([C:21]1[C:29]2[C:24](=[CH:25][C:26]([OH:30])=[CH:27][CH:28]=2)[N:23]([CH3:31])[C:22]=1[CH3:32])=[O:20].C([O-])([O-])=O.[Cs+].[Cs+], predict the reaction product. The product is: [CH3:17][NH:18][C:19]([C:21]1[C:29]2[C:24](=[CH:25][C:26]([O:30][C:2]3[CH:7]=[CH:6][N:5]=[C:4]4[CH:8]=[C:9]([C:11]5[N:16]=[CH:15][CH:14]=[CH:13][N:12]=5)[S:10][C:3]=34)=[CH:27][CH:28]=2)[N:23]([CH3:31])[C:22]=1[CH3:32])=[O:20]. (3) Given the reactants [CH2:1]([S:3][C:4]1[CH:12]=[CH:11][C:7]([C:8]([OH:10])=O)=[CH:6][CH:5]=1)[CH3:2].C1N=CN(C(N2C=NC=C2)=O)C=1.CS(O)(=O)=O.[NH2:30][CH2:31][C:32]1[CH:33]=[C:34]2[C:38](=[CH:39][CH:40]=1)[C:37](=[O:41])[N:36]([CH:42]1[CH2:47][CH2:46][C:45](=[O:48])[NH:44][C:43]1=[O:49])[CH2:35]2.Cl, predict the reaction product. The product is: [O:49]=[C:43]1[CH:42]([N:36]2[CH2:35][C:34]3[C:38](=[CH:39][CH:40]=[C:32]([CH2:31][NH:30][C:8](=[O:10])[C:7]4[CH:6]=[CH:5][C:4]([S:3][CH2:1][CH3:2])=[CH:12][CH:11]=4)[CH:33]=3)[C:37]2=[O:41])[CH2:47][CH2:46][C:45](=[O:48])[NH:44]1. (4) Given the reactants C(OC(=O)[NH:7][CH2:8][CH2:9][CH:10]1[CH2:15][CH2:14][N:13]([C:16](=[O:27])/[CH:17]=[CH:18]/[C:19]2[CH:24]=[C:23]([Cl:25])[CH:22]=[C:21]([Cl:26])[CH:20]=2)[CH2:12][CH2:11]1)(C)(C)C.C(O)(C(F)(F)F)=O, predict the reaction product. The product is: [NH2:7][CH2:8][CH2:9][CH:10]1[CH2:11][CH2:12][N:13]([C:16](=[O:27])/[CH:17]=[CH:18]/[C:19]2[CH:24]=[C:23]([Cl:25])[CH:22]=[C:21]([Cl:26])[CH:20]=2)[CH2:14][CH2:15]1. (5) Given the reactants [CH3:1][S:2]([O:5][C:6]1[CH:32]=[CH:31][C:9]([O:10][CH2:11][CH2:12][C:13]2[CH:14]=[C:15]([CH:28]=[CH:29][CH:30]=2)[O:16][CH2:17][C:18]2[CH:27]=[CH:26][CH:25]=[CH:24][C:19]=2[C:20]([O:22]C)=[O:21])=[CH:8][CH:7]=1)(=[O:4])=[O:3].[OH-].[Li+].Cl, predict the reaction product. The product is: [CH3:1][S:2]([O:5][C:6]1[CH:32]=[CH:31][C:9]([O:10][CH2:11][CH2:12][C:13]2[CH:14]=[C:15]([CH:28]=[CH:29][CH:30]=2)[O:16][CH2:17][C:18]2[CH:27]=[CH:26][CH:25]=[CH:24][C:19]=2[C:20]([OH:22])=[O:21])=[CH:8][CH:7]=1)(=[O:4])=[O:3]. (6) Given the reactants OO.[Cl:3][C:4]1[CH:9]=[C:8]([S:10][C:11]2[CH:16]=[CH:15][C:14]([F:17])=[CH:13][CH:12]=2)[CH:7]=[CH:6][C:5]=1[NH:18][C:19](=[O:27])[C@:20]([OH:26])([CH3:25])[C:21]([F:24])([F:23])[F:22].C(OCC)(=[O:30])C.[OH2:34], predict the reaction product. The product is: [Cl:3][C:4]1[CH:9]=[C:8]([S:10]([C:11]2[CH:16]=[CH:15][C:14]([F:17])=[CH:13][CH:12]=2)(=[O:30])=[O:34])[CH:7]=[CH:6][C:5]=1[NH:18][C:19](=[O:27])[C@:20]([OH:26])([CH3:25])[C:21]([F:23])([F:24])[F:22]. (7) Given the reactants CS(O[CH2:6][C@H:7]1[CH2:12][N:11]([S:13]([C:16]2[S:17][CH:18]=[CH:19][CH:20]=2)(=[O:15])=[O:14])[CH2:10][CH2:9][N:8]1[C:21]1[CH:26]=[CH:25][C:24]([C:27]([OH:33])([CH3:32])[C:28]([F:31])([F:30])[F:29])=[CH:23][CH:22]=1)(=O)=O.[CH:34]1([CH:37]2[CH2:42][S:41](=[O:44])(=[O:43])[CH2:40][CH2:39][NH:38]2)[CH2:36][CH2:35]1, predict the reaction product. The product is: [CH:34]1([CH:37]2[CH2:42][S:41](=[O:43])(=[O:44])[CH2:40][CH2:39][N:38]2[CH2:6][C@H:7]2[CH2:12][N:11]([S:13]([C:16]3[S:17][CH:18]=[CH:19][CH:20]=3)(=[O:14])=[O:15])[CH2:10][CH2:9][N:8]2[C:21]2[CH:22]=[CH:23][C:24]([C:27]([OH:33])([CH3:32])[C:28]([F:30])([F:31])[F:29])=[CH:25][CH:26]=2)[CH2:36][CH2:35]1. (8) Given the reactants [CH2:1]([N:8]1[CH2:12][CH2:11][CH:10]([NH2:13])[CH2:9]1)[C:2]1[CH:7]=[CH:6][CH:5]=[CH:4][CH:3]=1.C(O)(C)(C)C.[C:19]([O:23][C:24](OC([O-])=O)=[O:25])([CH3:22])([CH3:21])[CH3:20], predict the reaction product. The product is: [C:19]([O:23][C:24](=[O:25])[NH:13][CH:10]1[CH2:11][CH2:12][N:8]([CH2:1][C:2]2[CH:3]=[CH:4][CH:5]=[CH:6][CH:7]=2)[CH2:9]1)([CH3:22])([CH3:21])[CH3:20].